This data is from Peptide-MHC class I binding affinity with 185,985 pairs from IEDB/IMGT. The task is: Regression. Given a peptide amino acid sequence and an MHC pseudo amino acid sequence, predict their binding affinity value. This is MHC class I binding data. (1) The peptide sequence is KRWIILGLNK. The MHC is HLA-B15:01 with pseudo-sequence HLA-B15:01. The binding affinity (normalized) is 0. (2) The peptide sequence is LTAGFLIFL. The MHC is HLA-B40:01 with pseudo-sequence HLA-B40:01. The binding affinity (normalized) is 0. (3) The peptide sequence is IVLGNPVFLAL. The MHC is HLA-A02:03 with pseudo-sequence HLA-A02:03. The binding affinity (normalized) is 0.216.